This data is from Forward reaction prediction with 1.9M reactions from USPTO patents (1976-2016). The task is: Predict the product of the given reaction. (1) Given the reactants [CH3:1][S:2][CH2:3][CH2:4][C:5]1[N:6]([CH2:10][CH2:11][CH2:12][CH2:13][C:14]2[CH:19]=[CH:18][C:17]([O:20]C(C)(C)C)=[CH:16][CH:15]=2)[CH:7]=[CH:8][N:9]=1.[OH-].[Na+], predict the reaction product. The product is: [CH3:1][S:2][CH2:3][CH2:4][C:5]1[N:6]([CH2:10][CH2:11][CH2:12][CH2:13][C:14]2[CH:19]=[CH:18][C:17]([OH:20])=[CH:16][CH:15]=2)[CH:7]=[CH:8][N:9]=1. (2) Given the reactants [CH:1]1([NH2:4])[CH2:3][CH2:2]1.[Cl:5][C:6]1[N:11]=[C:10](Cl)[CH:9]=[C:8]([CH2:13][O:14][CH2:15][C:16]([F:19])([F:18])[F:17])[N:7]=1, predict the reaction product. The product is: [Cl:5][C:6]1[N:11]=[C:10]([NH:4][CH:1]2[CH2:3][CH2:2]2)[CH:9]=[C:8]([CH2:13][O:14][CH2:15][C:16]([F:19])([F:17])[F:18])[N:7]=1. (3) Given the reactants [C:1]1([N:7]2[C:11]([NH:12][C:13](=[O:21])[O:14][C:15]3[CH:20]=[CH:19][CH:18]=[CH:17][CH:16]=3)=[C:10]3[CH2:22][S:23][CH2:24][C:9]3=[N:8]2)[CH:6]=[CH:5][CH:4]=[CH:3][CH:2]=1.ClC1C=C(C=CC=1)C(OO)=[O:30], predict the reaction product. The product is: [O:30]=[S:23]1[CH2:22][C:10]2[C:9](=[N:8][N:7]([C:1]3[CH:2]=[CH:3][CH:4]=[CH:5][CH:6]=3)[C:11]=2[NH:12][C:13](=[O:21])[O:14][C:15]2[CH:20]=[CH:19][CH:18]=[CH:17][CH:16]=2)[CH2:24]1. (4) Given the reactants [CH2:1]=[C:2]1[C:10]2[CH:9]=[CH:8][CH:7]=[C:6]([C:11]([O:13]C)=O)[C:5]=2[CH2:4][CH2:3]1.[OH-:15].[Na+].OO.[NH4+].[Cl-].CC(C[AlH]CC(C)C)C, predict the reaction product. The product is: [CH:2]1([CH2:1][OH:15])[C:10]2[C:5](=[C:6]([CH2:11][OH:13])[CH:7]=[CH:8][CH:9]=2)[CH2:4][CH2:3]1. (5) Given the reactants [OH:1][C:2]1[CH:3]=[C:4]([C:8]23[CH2:15][CH2:14][C:11]([CH2:16][CH2:17][O:18][CH2:19][C:20]([O:22]C(C)(C)C)=[O:21])([CH2:12][CH2:13]2)[CH2:10][O:9]3)[CH:5]=[CH:6][CH:7]=1.Br[CH2:28][CH:29]1[CH2:32][CH2:31][CH2:30]1.C([O-])([O-])=O.[Cs+].[Cs+], predict the reaction product. The product is: [CH:29]1([CH2:28][O:1][C:2]2[CH:3]=[C:4]([C:8]34[CH2:13][CH2:12][C:11]([CH2:16][CH2:17][O:18][CH2:19][C:20]([OH:22])=[O:21])([CH2:14][CH2:15]3)[CH2:10][O:9]4)[CH:5]=[CH:6][CH:7]=2)[CH2:32][CH2:31][CH2:30]1. (6) Given the reactants [NH2:1][C:2]1[CH:7]=[CH:6][C:5]([C:8]([N:10]2[CH2:15][CH2:14][N:13]([CH2:16][CH3:17])[CH2:12][CH2:11]2)=O)=[C:4]([Cl:18])[CH:3]=1.C(Cl)Cl.CO, predict the reaction product. The product is: [CH2:16]([N:13]1[CH2:12][CH2:11][N:10]([CH2:8][C:5]2[CH:6]=[CH:7][C:2]([NH2:1])=[CH:3][C:4]=2[Cl:18])[CH2:15][CH2:14]1)[CH3:17]. (7) Given the reactants [CH:1]1([CH2:4][N:5]2[CH2:14][CH2:13][C:12]3[C:7](=[CH:8][C:9]([C:18]([F:21])([F:20])[F:19])=[CH:10][C:11]=3[N+:15]([O-])=O)[CH2:6]2)[CH2:3][CH2:2]1, predict the reaction product. The product is: [CH:1]1([CH2:4][N:5]2[CH2:14][CH2:13][C:12]3[C:11]([NH2:15])=[CH:10][C:9]([C:18]([F:21])([F:19])[F:20])=[CH:8][C:7]=3[CH2:6]2)[CH2:3][CH2:2]1.